This data is from Experimentally validated miRNA-target interactions with 360,000+ pairs, plus equal number of negative samples. The task is: Binary Classification. Given a miRNA mature sequence and a target amino acid sequence, predict their likelihood of interaction. (1) The miRNA is mmu-miR-709 with sequence GGAGGCAGAGGCAGGAGGA. The protein sequence of the target gene is MADLSFIEDAVAFPEKEEDEEEEEEEGVEWGYEEGVEWGLVFPDANGEYQSPINLNSREARYDPSLLDVRLSPNYVVCRDCEVTNDGHTIQVILKSKSVLSGGPLPQGQEFELYEVRFHWGRENQRGSEHTVNFKAFPMELHLIHWNSTLFGSIDEAVGKPHGIAIIALFVQIGKEHVGLKAVTEILQDIQYKGKSKTIPCFNPNTLLPDPLLRDYWVYEGSLTIPPCSEGVTWILFRYPLTISQMQIEEFRRLRTHVKGAELVEGCDGILGDNFRPTQPLSDRVIRAAFQ. Result: 1 (interaction). (2) The miRNA is hsa-miR-1193 with sequence GGGAUGGUAGACCGGUGACGUGC. The protein sequence of the target gene is MKKHRRALALVSCLFLCSLVWLPSWRVCCKESSSASASSYYSQDDNCALENEDVQFQKKDEREGPINAESLGKSGSNLPISPKEHKLKDDSIVDVQNTESKKLSPPVVETLPTVDLHEESSNAVVDSETVENISSSSTSEITPISKLDEIEKSGTIPIAKPSETEQSETDCDVGEALDASAPIEQPSFVSPPDSLVGQHIENVSSSHGKGKITKSEFESKVSASEQGGGDPKSALNASDNLKNESSDYTKPGDIDPTSVASPKDPEDIPTFDEWKKKVMEVEKEKSQSMHASSNGGSHAT.... Result: 0 (no interaction).